This data is from Reaction yield outcomes from USPTO patents with 853,638 reactions. The task is: Predict the reaction yield, written as a fraction of the theoretical maximum amount of product (1.0 means a 100% yield; for example, 0.34 means a 34% yield). (1) The reactants are [CH2:1]([O:3][C:4](=[O:14])[C:5]1[C:10](Cl)=[CH:9][C:8](Cl)=[N:7][C:6]=1[CH3:13])C.[CH3:15][O-:16].[Na+].[CH3:18][OH:19]. No catalyst specified. The product is [CH3:1][O:3][C:4](=[O:14])[C:5]1[C:10]([O:16][CH3:15])=[CH:9][C:8]([O:19][CH3:18])=[N:7][C:6]=1[CH3:13]. The yield is 0.670. (2) The reactants are [NH2:1][CH2:2][CH:3]([OH:12])[CH2:4][CH2:5][C:6]1[CH:11]=[CH:10][CH:9]=[CH:8][CH:7]=1.[CH3:13][C:14]([O:17][C:18](O[C:18]([O:17][C:14]([CH3:16])([CH3:15])[CH3:13])=[O:19])=[O:19])([CH3:16])[CH3:15]. The catalyst is C1COCC1. The product is [OH:12][CH:3]([CH2:4][CH2:5][C:6]1[CH:7]=[CH:8][CH:9]=[CH:10][CH:11]=1)[CH2:2][NH:1][C:18](=[O:19])[O:17][C:14]([CH3:16])([CH3:15])[CH3:13]. The yield is 0.910. (3) The reactants are [CH3:1][C@H:2]1[CH2:7][C@@H:6]([C:8]([O:10]C)=[O:9])[CH2:5][CH2:4][N:3]1[C:12]([O:14][C:15]([CH3:18])([CH3:17])[CH3:16])=[O:13].[OH-].[Li+]. The catalyst is O1CCCC1.O. The product is [C:15]([O:14][C:12]([N:3]1[CH2:4][CH2:5][C@H:6]([C:8]([OH:10])=[O:9])[CH2:7][C@@H:2]1[CH3:1])=[O:13])([CH3:18])([CH3:16])[CH3:17]. The yield is 0.950. (4) The reactants are [CH3:1][C:2]1[N:3]=[C:4]([NH:10][C:11]([C:24]2[CH:29]=[CH:28][CH:27]=[CH:26][CH:25]=2)([C:18]2[CH:23]=[CH:22][CH:21]=[CH:20][CH:19]=2)[C:12]2[CH:17]=[CH:16][CH:15]=[CH:14][CH:13]=2)[S:5][C:6]=1[C:7](O)=[O:8].C1(P(C2C=CC=CC=2)C2C=CC=CC=2)C=CC=CC=1.ClN1C(=O)CCC1=O.[CH:57]1([CH2:60][N:61]2[C:69]3[N:68]=[C:67]([CH2:70][C:71]4[CH:76]=[CH:75][C:74]([NH:77][CH3:78])=[CH:73][CH:72]=4)[NH:66][C:65]=3[C:64](=[O:79])[N:63]([CH2:80][C:81]3[CH:86]=[CH:85][CH:84]=[CH:83][C:82]=3[F:87])[C:62]2=[O:88])[CH2:59][CH2:58]1. The catalyst is ClCCl. The product is [CH:57]1([CH2:60][N:61]2[C:69]3[N:68]=[C:67]([CH2:70][C:71]4[CH:72]=[CH:73][C:74]([N:77]([CH3:78])[C:7]([C:6]5[S:5][C:4]([NH:10][C:11]([C:24]6[CH:29]=[CH:28][CH:27]=[CH:26][CH:25]=6)([C:12]6[CH:17]=[CH:16][CH:15]=[CH:14][CH:13]=6)[C:18]6[CH:19]=[CH:20][CH:21]=[CH:22][CH:23]=6)=[N:3][C:2]=5[CH3:1])=[O:8])=[CH:75][CH:76]=4)[NH:66][C:65]=3[C:64](=[O:79])[N:63]([CH2:80][C:81]3[CH:86]=[CH:85][CH:84]=[CH:83][C:82]=3[F:87])[C:62]2=[O:88])[CH2:59][CH2:58]1. The yield is 0.800. (5) The reactants are [O:1]1CCO[CH:2]1[C:6]1[C:7]([F:32])=[C:8]([CH:20]=[CH:21][C:22]=1[B:23]1[O:27][C:26]([CH3:29])([CH3:28])[C:25]([CH3:31])([CH3:30])[O:24]1)[O:9][C:10]1[CH:17]=[CH:16][C:13]([C:14]#[N:15])=[C:12]([O:18][CH3:19])[N:11]=1.Cl.O. The catalyst is O1CCCC1. The product is [F:32][C:7]1[C:6]([CH:2]=[O:1])=[C:22]([B:23]2[O:27][C:26]([CH3:29])([CH3:28])[C:25]([CH3:31])([CH3:30])[O:24]2)[CH:21]=[CH:20][C:8]=1[O:9][C:10]1[CH:17]=[CH:16][C:13]([C:14]#[N:15])=[C:12]([O:18][CH3:19])[N:11]=1. The yield is 0.740. (6) The reactants are [C:1]([C:4]1([NH:7][C:8](=[O:18])[C:9]2[CH:14]=[CH:13][CH:12]=[C:11]([N+:15]([O-])=O)[CH:10]=2)[CH2:6][CH2:5]1)(=[O:3])[NH2:2]. The catalyst is CO.[Pd]. The product is [NH2:15][C:11]1[CH:10]=[C:9]([CH:14]=[CH:13][CH:12]=1)[C:8]([NH:7][C:4]1([C:1](=[O:3])[NH2:2])[CH2:6][CH2:5]1)=[O:18]. The yield is 0.810. (7) The reactants are [CH:1]([O:3][CH2:4][CH2:5][OH:6])=[CH2:2].C1(P(C2C=CC=CC=2)C2C=CC=CC=2)C=CC=CC=1.O[N:27]1[C:31](=[O:32])[C:30]2=[CH:33][CH:34]=[CH:35][CH:36]=[C:29]2[C:28]1=[O:37].CCOC(/N=N/C(OCC)=O)=O. The catalyst is O1CCCC1. The product is [CH:1]([O:3][CH2:4][CH2:5][O:6][N:27]1[C:31](=[O:32])[C:30]2[C:29](=[CH:36][CH:35]=[CH:34][CH:33]=2)[C:28]1=[O:37])=[CH2:2]. The yield is 0.530.